This data is from Reaction yield outcomes from USPTO patents with 853,638 reactions. The task is: Predict the reaction yield, written as a fraction of the theoretical maximum amount of product (1.0 means a 100% yield; for example, 0.34 means a 34% yield). (1) The reactants are [Cl:1][C:2]1[CH:7]=[CH:6][C:5]([NH:8][C:9]([NH:11][C:12]2[CH:17]=[CH:16][C:15]([OH:18])=[C:14]([C:19]3[N:20]([CH3:24])[N:21]=[CH:22][CH:23]=3)[CH:13]=2)=[O:10])=[CH:4][CH:3]=1.[Cl:25]N1C(=O)CCC1=O.[O-]S([O-])(=S)=O.[Na+].[Na+].C([O-])(O)=O.[Na+]. The catalyst is CN(C=O)C.O. The product is [Cl:25][C:23]1[CH:22]=[N:21][N:20]([CH3:24])[C:19]=1[C:14]1[CH:13]=[C:12]([NH:11][C:9]([NH:8][C:5]2[CH:4]=[CH:3][C:2]([Cl:1])=[CH:7][CH:6]=2)=[O:10])[CH:17]=[CH:16][C:15]=1[OH:18]. The yield is 0.580. (2) The reactants are [CH:1]([O:4][C:5]1[CH:14]=[C:13]([C:15]([F:18])([F:17])[F:16])[C:12]2[C:7](=[CH:8][C:9]([OH:25])=[C:10]([NH:19][CH2:20][C:21]([F:24])([F:23])[F:22])[CH:11]=2)[N:6]=1)([CH3:3])[CH3:2].C([O-])([O-])=O.[K+].[K+].Br[CH2:33][C:34](OCC)=[O:35]. The catalyst is CN(C=O)C. The product is [CH:1]([O:4][C:5]1[CH:14]=[C:13]([C:15]([F:18])([F:17])[F:16])[C:12]2[CH:11]=[C:10]3[N:19]([CH2:20][C:21]([F:22])([F:23])[F:24])[C:34](=[O:35])[CH2:33][O:25][C:9]3=[CH:8][C:7]=2[N:6]=1)([CH3:3])[CH3:2]. The yield is 0.940. (3) The reactants are C(OC([NH:11][CH2:12][C:13](=[O:38])[CH2:14][CH2:15][C:16]([O:18][CH2:19][CH2:20][N:21]1[CH:26]=[CH:25][C:24](=[O:27])[C:23]([O:28]CC2C=CC=CC=2)=[C:22]1[CH2:36][CH3:37])=[O:17])=O)C1C=CC=CC=1.C(O)C.[ClH:42]. The catalyst is [Pd].O. The product is [ClH:42].[Cl-:42].[NH2:11][CH2:12][C:13](=[O:38])[CH2:14][CH2:15][C:16]([O:18][CH2:19][CH2:20][N+:21]1[CH:26]=[CH:25][C:24]([OH:27])=[C:23]([OH:28])[C:22]=1[CH2:36][CH3:37])=[O:17]. The yield is 0.960. (4) The product is [C:5]1([C:8]#[C:9][CH2:10][NH:1][C@H:2]2[CH2:3][CH2:4][C@H:5]([C:8]3[CH:9]=[CH:10][C:11]([OH:14])=[CH:12][CH:13]=3)[CH2:6][CH2:7]2)[CH:6]=[CH:7][CH:2]=[CH:3][CH:4]=1. The yield is 0.260. The reactants are [NH2:1][C@H:2]1[CH2:7][CH2:6][C@H:5]([C:8]2[CH:13]=[CH:12][C:11]([OH:14])=[CH:10][CH:9]=2)[CH2:4][CH2:3]1.S([O-])(=O)(=O)C. The catalyst is C1COCC1.CCOC(C)=O. (5) The reactants are [CH3:1][N:2]1[C:6]([C:7]2[CH:12]=[CH:11][CH:10]=[CH:9][C:8]=2[C:13]([F:16])([F:15])[F:14])=[C:5]([CH3:17])[C:4]([C:18]([OH:20])=O)=[CH:3]1.C(Cl)(=O)C(Cl)=O.[CH3:27][S:28]([C:31]1[CH:37]=[CH:36][C:34]([NH2:35])=[CH:33][CH:32]=1)(=[O:30])=[O:29].CCN(C(C)C)C(C)C. The catalyst is C(Cl)Cl.C1COCC1. The product is [CH3:27][S:28]([C:31]1[CH:37]=[CH:36][C:34]([NH:35][C:18]([C:4]2[C:5]([CH3:17])=[C:6]([C:7]3[CH:12]=[CH:11][CH:10]=[CH:9][C:8]=3[C:13]([F:16])([F:14])[F:15])[N:2]([CH3:1])[CH:3]=2)=[O:20])=[CH:33][CH:32]=1)(=[O:29])=[O:30]. The yield is 0.280. (6) The reactants are [CH3:1][N:2]([CH3:20])[C:3]([C:5]1[N:14]([CH:15]2[CH2:19][CH2:18][CH2:17][CH2:16]2)[C:8]2[N:9]=[C:10](Cl)[N:11]=[CH:12][C:7]=2[CH:6]=1)=[O:4].[C:21]([O:25][C:26]([N:28]1[CH:33]2[CH2:34][CH2:35][CH2:36][CH:29]1[CH2:30][N:31]([C:37]([C:39]1[CH:40]=[N:41][C:42]([NH2:45])=[CH:43][CH:44]=1)=[O:38])[CH2:32]2)=[O:27])([CH3:24])([CH3:23])[CH3:22]. The product is [C:21]([O:25][C:26]([N:28]1[CH:29]2[CH2:36][CH2:35][CH2:34][CH:33]1[CH2:32][N:31]([C:37]([C:39]1[CH:40]=[N:41][C:42]([NH:45][C:10]3[N:11]=[CH:12][C:7]4[CH:6]=[C:5]([C:3](=[O:4])[N:2]([CH3:20])[CH3:1])[N:14]([CH:15]5[CH2:19][CH2:18][CH2:17][CH2:16]5)[C:8]=4[N:9]=3)=[CH:43][CH:44]=1)=[O:38])[CH2:30]2)=[O:27])([CH3:24])([CH3:22])[CH3:23]. The yield is 0.590. No catalyst specified. (7) The reactants are [Cl:1][C:2]1[S:6][C:5]([S:7]([N:10]([C:19]2[C:27]3[C:22](=[CH:23][CH:24]=[CH:25][C:26]=3[O:28][CH3:29])[NH:21][N:20]=2)[CH2:11][O:12][CH2:13][CH2:14][Si:15]([CH3:18])([CH3:17])[CH3:16])(=[O:9])=[O:8])=[CH:4][CH:3]=1.Cl[CH2:31][C:32]1[CH:44]=[CH:43][C:35]([C:36]([N:38]([CH2:41]C)[CH2:39]C)=[O:37])=[CH:34][CH:33]=1.[OH-].[K+]. No catalyst specified. The product is [Cl:1][C:2]1[S:6][C:5]([S:7]([N:10]([CH2:11][O:12][CH2:13][CH2:14][Si:15]([CH3:18])([CH3:16])[CH3:17])[C:19]2[C:27]3[C:22](=[CH:23][CH:24]=[CH:25][C:26]=3[O:28][CH3:29])[N:21]([CH2:31][C:32]3[CH:44]=[CH:43][C:35]([C:36]([N:38]([CH3:39])[CH3:41])=[O:37])=[CH:34][CH:33]=3)[N:20]=2)(=[O:9])=[O:8])=[CH:4][CH:3]=1. The yield is 0.600. (8) The reactants are [F:1][C:2]1[CH:3]=[C:4]2[C:8](=[C:9](/[CH:11]=[CH:12]/[C:13]([NH:15][S:16]([C:19]3[S:20][C:21]([Cl:25])=[C:22]([Cl:24])[CH:23]=3)(=[O:18])=[O:17])=[O:14])[CH:10]=1)[NH:7][CH:6]=[C:5]2[CH3:26].[H-].[Na+].[Cl:29][C:30]1[CH:37]=[C:36]([Cl:38])[CH:35]=[CH:34][C:31]=1[CH2:32]Cl. The catalyst is CN(C=O)C. The product is [Cl:29][C:30]1[CH:37]=[C:36]([Cl:38])[CH:35]=[CH:34][C:31]=1[CH2:32][N:7]1[C:8]2[C:4](=[CH:3][C:2]([F:1])=[CH:10][C:9]=2/[CH:11]=[CH:12]/[C:13]([NH:15][S:16]([C:19]2[S:20][C:21]([Cl:25])=[C:22]([Cl:24])[CH:23]=2)(=[O:17])=[O:18])=[O:14])[C:5]([CH3:26])=[CH:6]1. The yield is 0.930. (9) The reactants are [CH:1]1([C:7]([N:9]2[CH2:15][CH2:14][CH2:13][CH:12]([CH2:16][N:17]3[C:25]4[C:20](=[CH:21][C:22]([C:26]5[CH:27]=[N:28][N:29](C6CCCCO6)[CH:30]=5)=[CH:23][CH:24]=4)[CH:19]=[CH:18]3)[CH2:11][CH2:10]2)=[O:8])[CH2:6][CH2:5][CH2:4][CH2:3][CH2:2]1.C(O)(C(F)(F)F)=O.CO.ClCCl. The catalyst is ClCCl. The product is [NH:28]1[CH:27]=[C:26]([C:22]2[CH:21]=[C:20]3[C:25](=[CH:24][CH:23]=2)[N:17]([CH2:16][CH:12]2[CH2:13][CH2:14][CH2:15][N:9]([C:7]([CH:1]4[CH2:6][CH2:5][CH2:4][CH2:3][CH2:2]4)=[O:8])[CH2:10][CH2:11]2)[CH:18]=[CH:19]3)[CH:30]=[N:29]1. The yield is 0.450.